From a dataset of Forward reaction prediction with 1.9M reactions from USPTO patents (1976-2016). Predict the product of the given reaction. (1) Given the reactants C(Cl)(=O)C(Cl)=O.CS(C)=O.[OH:11][CH2:12][CH2:13][N:14]1[CH2:19][CH2:18][N:17]([C:20]([O:22][C:23]([CH3:26])([CH3:25])[CH3:24])=[O:21])[CH2:16][CH2:15]1.C(N(CC)CC)C, predict the reaction product. The product is: [O:11]=[CH:12][CH2:13][N:14]1[CH2:19][CH2:18][N:17]([C:20]([O:22][C:23]([CH3:26])([CH3:25])[CH3:24])=[O:21])[CH2:16][CH2:15]1. (2) Given the reactants [CH2:1]([O:3][C:4]1[CH:5]=[C:6]([CH:11]=[C:12]([N+:14]([O-])=O)[CH:13]=1)[C:7]([O:9][CH3:10])=[O:8])[CH3:2].CO.O, predict the reaction product. The product is: [NH2:14][C:12]1[CH:11]=[C:6]([CH:5]=[C:4]([O:3][CH2:1][CH3:2])[CH:13]=1)[C:7]([O:9][CH3:10])=[O:8].